This data is from Full USPTO retrosynthesis dataset with 1.9M reactions from patents (1976-2016). The task is: Predict the reactants needed to synthesize the given product. (1) Given the product [Cl:15][C:10]1[C:11]([O:13][CH3:14])=[CH:12][C:7](/[CH:6]=[CH:5]/[C:4]([OH:22])=[O:3])=[C:8]([S:16](=[O:20])(=[O:21])[N:17]([CH3:18])[CH3:19])[CH:9]=1, predict the reactants needed to synthesize it. The reactants are: C([O:3][C:4](=[O:22])/[CH:5]=[CH:6]/[C:7]1[CH:12]=[C:11]([O:13][CH3:14])[C:10]([Cl:15])=[CH:9][C:8]=1[S:16](=[O:21])(=[O:20])[N:17]([CH3:19])[CH3:18])C.[OH-].[Na+].Cl. (2) Given the product [Br:21][C:5]1[CH:6]=[C:7]([CH3:8])[C:2]([F:1])=[CH:3][C:4]=1[O:10][CH3:11], predict the reactants needed to synthesize it. The reactants are: [F:1][C:2]1[C:7]([CH3:8])=[CH:6][C:5](N)=[C:4]([O:10][CH3:11])[CH:3]=1.N([O-])=O.[Na+].S(=O)(=O)(O)O.[BrH:21]. (3) The reactants are: [CH2:1]([O:3][C:4]([C:6]1[C:7](=[O:26])[N:8]([CH2:17][C:18]2[CH:23]=[CH:22][C:21]([O:24][CH3:25])=[CH:20][CH:19]=2)[C:9]2[C:14]([C:15]=1O)=[CH:13][CH:12]=[CH:11][N:10]=2)=[O:5])[CH3:2].C(N(CC)CC)C.O=P(Cl)(Cl)[Cl:36]. Given the product [CH2:1]([O:3][C:4]([C:6]1[C:7](=[O:26])[N:8]([CH2:17][C:18]2[CH:23]=[CH:22][C:21]([O:24][CH3:25])=[CH:20][CH:19]=2)[C:9]2[C:14]([C:15]=1[Cl:36])=[CH:13][CH:12]=[CH:11][N:10]=2)=[O:5])[CH3:2], predict the reactants needed to synthesize it. (4) Given the product [NH2:10][C:11]1[C:12](=[O:27])[N:13]([CH2:17][C:18]([NH:20][CH2:21][CH:22]([CH2:25][CH3:26])[CH2:23][CH3:24])=[O:19])[CH:14]=[CH:15][CH:16]=1, predict the reactants needed to synthesize it. The reactants are: C(OC(=O)[NH:10][C:11]1[C:12](=[O:27])[N:13]([CH2:17][C:18]([NH:20][CH2:21][CH:22]([CH2:25][CH3:26])[CH2:23][CH3:24])=[O:19])[CH:14]=[CH:15][CH:16]=1)C1C=CC=CC=1.